This data is from TCR-epitope binding with 47,182 pairs between 192 epitopes and 23,139 TCRs. The task is: Binary Classification. Given a T-cell receptor sequence (or CDR3 region) and an epitope sequence, predict whether binding occurs between them. The epitope is FLPRVFSAV. The TCR CDR3 sequence is CASSPGGGSQETQYF. Result: 1 (the TCR binds to the epitope).